This data is from Catalyst prediction with 721,799 reactions and 888 catalyst types from USPTO. The task is: Predict which catalyst facilitates the given reaction. (1) Reactant: [CH3:1][N:2]1[C:10]2[C:5](=[C:6]([CH3:11])[CH:7]=[CH:8][CH:9]=2)[C:4]([CH2:12][N:13]2[C:17]3[CH:18]=[CH:19][CH:20]=[CH:21][C:16]=3[N:15]([C@@H:22]([CH2:27][CH2:28][CH3:29])[CH2:23][C:24]([OH:26])=[O:25])[C:14]2=[O:30])=[CH:3]1.[OH-].[Na+:32]. Product: [CH3:1][N:2]1[C:10]2[C:5](=[C:6]([CH3:11])[CH:7]=[CH:8][CH:9]=2)[C:4]([CH2:12][N:13]2[C:17]3[CH:18]=[CH:19][CH:20]=[CH:21][C:16]=3[N:15]([C@@H:22]([CH2:27][CH2:28][CH3:29])[CH2:23][C:24]([O-:26])=[O:25])[C:14]2=[O:30])=[CH:3]1.[Na+:32]. The catalyst class is: 6. (2) Reactant: [CH2:1]([O:3][CH2:4][C:5]1[N:6]([NH2:18])[C:7]2[C:16]3[CH:15]=[CH:14][CH:13]=[CH:12][C:11]=3[N:10]=[CH:9][C:8]=2[N:17]=1)[CH3:2].C(O[CH:22](OCC)[CH2:23][CH2:24][NH:25][C:26](=[O:32])[O:27][C:28]([CH3:31])([CH3:30])[CH3:29])C. Product: [CH2:1]([O:3][CH2:4][C:5]1[N:6]([N:18]=[CH:22][CH2:23][CH2:24][NH:25][C:26](=[O:32])[O:27][C:28]([CH3:31])([CH3:30])[CH3:29])[C:7]2[C:16]3[CH:15]=[CH:14][CH:13]=[CH:12][C:11]=3[N:10]=[CH:9][C:8]=2[N:17]=1)[CH3:2]. The catalyst class is: 477. (3) Reactant: Br[C:2]1[S:3][C:4]2[CH:10]=[C:9]([F:11])[CH:8]=[CH:7][C:5]=2[N:6]=1.[NH2:12][C:13]1[CH:18]=[CH:17][C:16]([CH2:19][C:20]([O:22][CH3:23])=[O:21])=[CH:15][C:14]=1[Cl:24].C1(C)C=CC(S([O-])(=O)=O)=CC=1.[NH+]1C=CC=CC=1. Product: [Cl:24][C:14]1[CH:15]=[C:16]([CH2:19][C:20]([O:22][CH3:23])=[O:21])[CH:17]=[CH:18][C:13]=1[NH:12][C:2]1[S:3][C:4]2[CH:10]=[C:9]([F:11])[CH:8]=[CH:7][C:5]=2[N:6]=1. The catalyst class is: 113.